From a dataset of Peptide-MHC class I binding affinity with 185,985 pairs from IEDB/IMGT. Regression. Given a peptide amino acid sequence and an MHC pseudo amino acid sequence, predict their binding affinity value. This is MHC class I binding data. (1) The peptide sequence is TLRNTNPNFV. The MHC is HLA-A68:02 with pseudo-sequence HLA-A68:02. The binding affinity (normalized) is 0.427. (2) The peptide sequence is TYSPALNKM. The MHC is HLA-A30:01 with pseudo-sequence HLA-A30:01. The binding affinity (normalized) is 0.0847. (3) The peptide sequence is SVRDRLARL. The MHC is HLA-A23:01 with pseudo-sequence HLA-A23:01. The binding affinity (normalized) is 0. (4) The peptide sequence is YRLLLTRVL. The MHC is Mamu-A20102 with pseudo-sequence Mamu-A20102. The binding affinity (normalized) is 0.0299.